From a dataset of Peptide-MHC class II binding affinity with 134,281 pairs from IEDB. Regression. Given a peptide amino acid sequence and an MHC pseudo amino acid sequence, predict their binding affinity value. This is MHC class II binding data. (1) The peptide sequence is YGKFLANVSTVLTGK. The MHC is DRB1_0401 with pseudo-sequence DRB1_0401. The binding affinity (normalized) is 0.785. (2) The peptide sequence is YDKFLANESTVLTGK. The MHC is DRB1_1602 with pseudo-sequence DRB1_1602. The binding affinity (normalized) is 0.613. (3) The peptide sequence is LRIKSYEDAKSPLTA. The MHC is HLA-DPA10201-DPB11401 with pseudo-sequence HLA-DPA10201-DPB11401. The binding affinity (normalized) is 0.355. (4) The peptide sequence is RNKTQEEHLKEIMKHIVKIE. The MHC is DRB1_1301 with pseudo-sequence DRB1_1301. The binding affinity (normalized) is 0.808. (5) The peptide sequence is AHWTEARIMLDNINM. The MHC is DRB1_0101 with pseudo-sequence DRB1_0101. The binding affinity (normalized) is 0. (6) The peptide sequence is GARRSGDVLWDIPTP. The MHC is DRB1_1301 with pseudo-sequence DRB1_1301. The binding affinity (normalized) is 0.443.